This data is from Forward reaction prediction with 1.9M reactions from USPTO patents (1976-2016). The task is: Predict the product of the given reaction. (1) Given the reactants [Cl:1][C:2]1[CH:7]=[CH:6][C:5](I)=[CH:4][CH:3]=1.[CH:9]([NH:12][C:13](=[O:38])[C:14]1[CH:19]=[CH:18][CH:17]=[C:16]([CH2:20][N:21]([C:32]2[CH:37]=[CH:36][CH:35]=[CH:34][CH:33]=2)[C:22](=[O:31])[C:23]#[C:24][C:25]2[CH:30]=[CH:29][CH:28]=[CH:27][CH:26]=2)[CH:15]=1)([CH3:11])[CH3:10], predict the reaction product. The product is: [Cl:1][C:2]1[CH:7]=[CH:6][C:5](/[C:24](=[C:23]2/[C:22](=[O:31])[N:21]([CH2:20][C:16]3[CH:15]=[C:14]([CH:19]=[CH:18][CH:17]=3)[C:13]([NH:12][CH:9]([CH3:11])[CH3:10])=[O:38])[C:32]3[C:33]/2=[CH:34][CH:35]=[CH:36][CH:37]=3)/[C:25]2[CH:26]=[CH:27][CH:28]=[CH:29][CH:30]=2)=[CH:4][CH:3]=1. (2) Given the reactants [CH3:1][C:2]1[CH:10]=[C:9]2[C:5]([C:6](=[O:20])[N:7]3[CH:13]([C:14]4[CH:19]=[CH:18][CH:17]=[CH:16][CH:15]=4)[CH2:12][O:11][CH:8]32)=[CH:4][CH:3]=1.C([SiH](CC)CC)C.CCCCCC.C(OCC)(=O)C, predict the reaction product. The product is: [OH:11][CH2:12][CH:13]([N:7]1[CH2:8][C:9]2[C:5](=[CH:4][CH:3]=[C:2]([CH3:1])[CH:10]=2)[C:6]1=[O:20])[C:14]1[CH:15]=[CH:16][CH:17]=[CH:18][CH:19]=1. (3) Given the reactants [C:1]([SiH2:5][O:6][C:7]([CH3:17])([CH3:16])[C:8]1[CH:15]=[CH:14][C:11]([C:12]#N)=[CH:10][CH:9]=1)([CH3:4])([CH3:3])[CH3:2].[H-].C([Al+]CC(C)C)C(C)C.[C@H](O)(C([O-])=O)[C@@H](O)C([O-])=[O:31].[Na+].[K+], predict the reaction product. The product is: [C:1]([SiH2:5][O:6][C:7]([CH3:17])([CH3:16])[C:8]1[CH:15]=[CH:14][C:11]([CH:12]=[O:31])=[CH:10][CH:9]=1)([CH3:4])([CH3:3])[CH3:2]. (4) The product is: [N+:1]([C:4]1[S:8][C:7]([CH:9]=[N:12][OH:13])=[CH:6][CH:5]=1)([O-:3])=[O:2]. Given the reactants [N+:1]([C:4]1[S:8][C:7]([CH:9]=O)=[CH:6][CH:5]=1)([O-:3])=[O:2].Cl.[NH2:12][OH:13].[OH-].[Na+], predict the reaction product. (5) Given the reactants [CH3:1][O:2][C:3](=[O:41])[CH:4]([C:9]1[CH:10]=[C:11]([C:31]2[CH:36]=[CH:35][C:34]([C:37]([F:40])([F:39])[F:38])=[CH:33][CH:32]=2)[CH:12]=[C:13]([NH:15][CH2:16][C:17]2[CH:22]=[C:21]([C:23]([F:26])([F:25])[F:24])[CH:20]=[C:19]([C:27]([F:30])([F:29])[F:28])[CH:18]=2)[CH:14]=1)[CH2:5][CH:6]([CH3:8])[CH3:7].[CH:42](=O)[CH2:43][CH:44]([CH3:46])[CH3:45], predict the reaction product. The product is: [CH3:1][O:2][C:3](=[O:41])[CH:4]([C:9]1[CH:10]=[C:11]([C:31]2[CH:32]=[CH:33][C:34]([C:37]([F:38])([F:39])[F:40])=[CH:35][CH:36]=2)[CH:12]=[C:13]([N:15]([CH2:16][C:17]2[CH:18]=[C:19]([C:27]([F:28])([F:29])[F:30])[CH:20]=[C:21]([C:23]([F:25])([F:26])[F:24])[CH:22]=2)[CH2:42][CH2:43][CH:44]([CH3:46])[CH3:45])[CH:14]=1)[CH2:5][CH:6]([CH3:8])[CH3:7]. (6) The product is: [CH2:1]([C:5]1([O:21][CH3:22])[CH2:10][CH2:9][N:8]([C:11]2[CH:12]=[CH:13][C:14]([C:15]([NH:17][NH:18][C:24]([C:26]3[CH:35]=[CH:34][C:29]([C:30]([O:32][CH3:33])=[O:31])=[CH:28][CH:27]=3)=[O:25])=[O:16])=[CH:19][CH:20]=2)[CH2:7][CH2:6]1)[CH2:2][CH2:3][CH3:4]. Given the reactants [CH2:1]([C:5]1([O:21][CH3:22])[CH2:10][CH2:9][N:8]([C:11]2[CH:20]=[CH:19][C:14]([C:15]([NH:17][NH2:18])=[O:16])=[CH:13][CH:12]=2)[CH2:7][CH2:6]1)[CH2:2][CH2:3][CH3:4].Cl[C:24]([C:26]1[CH:35]=[CH:34][C:29]([C:30]([O:32][CH3:33])=[O:31])=[CH:28][CH:27]=1)=[O:25].O.[OH-].[Na+], predict the reaction product. (7) Given the reactants [Cl:1][C:2]1[C:7]([Cl:8])=[CH:6][CH:5]=[CH:4][C:3]=1[S:9]([N:12]([CH2:36][O:37][CH2:38][CH2:39][Si:40]([CH3:43])([CH3:42])[CH3:41])[C:13]1[N:14]=[CH:15][C:16]([S:21][CH2:22][C@@H:23]([C:32]([O:34]C)=[O:33])[NH:24][C:25]([O:27][C:28]([CH3:31])([CH3:30])[CH3:29])=[O:26])=[N:17][C:18]=1[O:19][CH3:20])(=[O:11])=[O:10].[OH-].[Li+].[Cl-].[NH4+], predict the reaction product. The product is: [Cl:1][C:2]1[C:7]([Cl:8])=[CH:6][CH:5]=[CH:4][C:3]=1[S:9]([N:12]([CH2:36][O:37][CH2:38][CH2:39][Si:40]([CH3:43])([CH3:42])[CH3:41])[C:13]1[N:14]=[CH:15][C:16]([S:21][CH2:22][C@@H:23]([C:32]([OH:34])=[O:33])[NH:24][C:25]([O:27][C:28]([CH3:31])([CH3:30])[CH3:29])=[O:26])=[N:17][C:18]=1[O:19][CH3:20])(=[O:10])=[O:11]. (8) Given the reactants [Cl:1][C:2]1[N:6]2[CH:7]=[CH:8][C:9]([CH2:11]Cl)=[CH:10][C:5]2=[N:4][C:3]=1[C:13]([C:15]1[CH:20]=[CH:19][CH:18]=[CH:17][CH:16]=1)=[O:14].[N-:21]=[N+:22]=[N-:23].[Na+].C1OCCOCCOCCOCCOC1, predict the reaction product. The product is: [N:21]([CH2:11][C:9]1[CH:8]=[CH:7][N:6]2[C:2]([Cl:1])=[C:3]([C:13]([C:15]3[CH:20]=[CH:19][CH:18]=[CH:17][CH:16]=3)=[O:14])[N:4]=[C:5]2[CH:10]=1)=[N+:22]=[N-:23].